Dataset: Forward reaction prediction with 1.9M reactions from USPTO patents (1976-2016). Task: Predict the product of the given reaction. (1) Given the reactants [CH:1]1([Mg]Br)[CH2:3][CH2:2]1.[F:6][C:7]1[CH:14]=[C:13]([N:15]2[CH2:19][CH2:18][N:17]([C:20]3[CH:21]=[N:22][CH:23]=[CH:24][C:25]=3[CH3:26])[C:16]2=[O:27])[CH:12]=[CH:11][C:8]=1[CH:9]=[O:10].CO, predict the reaction product. The product is: [CH:1]1([CH:9]([OH:10])[C:8]2[CH:11]=[CH:12][C:13]([N:15]3[CH2:19][CH2:18][N:17]([C:20]4[CH:21]=[N:22][CH:23]=[CH:24][C:25]=4[CH3:26])[C:16]3=[O:27])=[CH:14][C:7]=2[F:6])[CH2:3][CH2:2]1. (2) Given the reactants [Cl:1][C:2]1[N:7]=[CH:6][C:5]([S:8]([C:11]2[S:15][C:14]([CH2:16][N:17](C)[C:18](=O)OC(C)(C)C)=[N:13][C:12]=2[C:26]2[CH:31]=[CH:30][CH:29]=[CH:28][C:27]=2[F:32])(=[O:10])=[O:9])=[CH:4][CH:3]=1.C(OCC)(=O)C.C(OCC)(=O)C.Cl, predict the reaction product. The product is: [ClH:1].[Cl:1][C:2]1[N:7]=[CH:6][C:5]([S:8]([C:11]2[S:15][C:14]([CH2:16][NH:17][CH3:18])=[N:13][C:12]=2[C:26]2[CH:31]=[CH:30][CH:29]=[CH:28][C:27]=2[F:32])(=[O:9])=[O:10])=[CH:4][CH:3]=1.